Dataset: Serine/threonine kinase 33 screen with 319,792 compounds. Task: Binary Classification. Given a drug SMILES string, predict its activity (active/inactive) in a high-throughput screening assay against a specified biological target. (1) The molecule is Clc1cc2c(NC(=O)/C=C\c3cc4OCOc4cc3)c([nH]c2cc1)C(OCC)=O. The result is 0 (inactive). (2) The compound is o1c(Nc2c(OC)cccc2)c(cc2c1cc(=O)cc2)C(=O)N. The result is 1 (active).